From a dataset of Reaction yield outcomes from USPTO patents with 853,638 reactions. Predict the reaction yield, written as a fraction of the theoretical maximum amount of product (1.0 means a 100% yield; for example, 0.34 means a 34% yield). (1) The reactants are [CH3:1][C:2]1[N:23]([CH3:24])[C:5]2[CH:6]=[C:7]([C:20](O)=[O:21])[C:8]3[CH2:9][CH2:10][CH:11]([C:14]4[CH:19]=[CH:18][CH:17]=[CH:16][CH:15]=4)[NH:12][C:13]=3[C:4]=2[N:3]=1.[CH3:25][NH2:26].O. The catalyst is O1CCCC1.CN(C)C=O. The product is [CH3:25][NH:26][C:20]([C:7]1[C:8]2[CH2:9][CH2:10][CH:11]([C:14]3[CH:19]=[CH:18][CH:17]=[CH:16][CH:15]=3)[NH:12][C:13]=2[C:4]2[N:3]=[C:2]([CH3:1])[N:23]([CH3:24])[C:5]=2[CH:6]=1)=[O:21]. The yield is 0.840. (2) The reactants are [NH2:1][C@@:2]([C:17]1[CH:22]=[C:21]([Br:23])[C:20]([F:24])=[CH:19][C:18]=1[F:25])([CH3:16])[C:3]([F:15])([F:14])[C:4]([CH3:13])([O:6][CH2:7][C:8](OCC)=[O:9])[CH3:5].CCCCCCC. The catalyst is C(OCC)(=O)C. The product is [Br:23][C:21]1[C:20]([F:24])=[CH:19][C:18]([F:25])=[C:17]([C@:2]2([CH3:16])[C:3]([F:15])([F:14])[C:4]([CH3:13])([CH3:5])[O:6][CH2:7][C:8](=[O:9])[NH:1]2)[CH:22]=1. The yield is 0.630. (3) The product is [N:1]1[C:10]2[C:5](=[CH:6][CH:7]=[CH:8][CH:9]=2)[CH:4]=[CH:3][C:2]=1[CH2:11][O:12][C:13]1[CH:14]=[CH:15][C:16]([CH2:19][C:20]([OH:22])=[O:21])=[CH:17][CH:18]=1. The catalyst is CO.O. The reactants are [N:1]1[C:10]2[C:5](=[CH:6][CH:7]=[CH:8][CH:9]=2)[CH:4]=[CH:3][C:2]=1[CH2:11][O:12][C:13]1[CH:18]=[CH:17][C:16]([CH2:19][C:20]([O:22]CC)=[O:21])=[CH:15][CH:14]=1.[OH-].[K+]. The yield is 0.920. (4) The reactants are [CH3:1][C@H:2]1[CH2:7][CH2:6][N:5]([C:8]([O:10][C:11]([CH3:14])([CH3:13])[CH3:12])=[O:9])[CH2:4][C@H:3]1[C:15](=O)[NH:16][CH2:17][C:18]1[N:19]=[C:20]2[CH:26]=[CH:25][N:24]([S:27]([C:30]3[CH:36]=[CH:35][C:33]([CH3:34])=[CH:32][CH:31]=3)(=[O:29])=[O:28])[C:21]2=[N:22][CH:23]=1.CN(C(ON1N=NC2C=CC=NC1=2)=[N+](C)C)C.F[P-](F)(F)(F)(F)F.CCN(C(C)C)C(C)C.COC1C=CC(P2(SP(C3C=CC(OC)=CC=3)(=S)S2)=[S:80])=CC=1. The catalyst is O1CCOCC1.CCOC(C)=O. The product is [CH3:1][C@H:2]1[CH2:7][CH2:6][N:5]([C:8]([O:10][C:11]([CH3:14])([CH3:13])[CH3:12])=[O:9])[CH2:4][C@H:3]1[C:15](=[S:80])[NH:16][CH2:17][C:18]1[N:19]=[C:20]2[CH:26]=[CH:25][N:24]([S:27]([C:30]3[CH:36]=[CH:35][C:33]([CH3:34])=[CH:32][CH:31]=3)(=[O:29])=[O:28])[C:21]2=[N:22][CH:23]=1. The yield is 0.900. (5) The reactants are [CH:1]1([O:6][NH2:7])[CH2:5][CH2:4][CH2:3][CH2:2]1.[Cl:8][C:9]1[CH:10]=[C:11]([CH:22]=[CH:23][C:24]=1[S:25]([CH3:28])(=[O:27])=[O:26])[C:12]([C:14]1[NH:19][C:18](=[O:20])[C:17]([CH3:21])=[CH:16][CH:15]=1)=O.O. The catalyst is C(O)CCC. The product is [Cl:8][C:9]1[CH:10]=[C:11](/[C:12](=[N:7]\[O:6][CH:1]2[CH2:5][CH2:4][CH2:3][CH2:2]2)/[C:14]2[NH:19][C:18](=[O:20])[C:17]([CH3:21])=[CH:16][CH:15]=2)[CH:22]=[CH:23][C:24]=1[S:25]([CH3:28])(=[O:27])=[O:26]. The yield is 0.340. (6) The reactants are [H-].[Na+].[C:3](Cl)(=[O:10])[C:4]1[CH:9]=[CH:8][CH:7]=[CH:6][CH:5]=1.[CH2:12]([N:14]([CH2:35][CH3:36])[C:15](=[O:34])[O:16][C:17]1[CH:22]=[CH:21][C:20]([CH3:23])=[C:19]([CH3:24])[C:18]=1[C:25]1[C:30]([OH:31])=[CH:29][CH:28]=[C:27]([CH3:32])[C:26]=1[CH3:33])[CH3:13]. The catalyst is C1COCC1. The product is [C:3]([O:31][C:30]1[CH:29]=[CH:28][C:27]([CH3:32])=[C:26]([CH3:33])[C:25]=1[C:18]1[C:17]([O:16][C:15](=[O:34])[N:14]([CH2:12][CH3:13])[CH2:35][CH3:36])=[CH:22][CH:21]=[C:20]([CH3:23])[C:19]=1[CH3:24])(=[O:10])[C:4]1[CH:9]=[CH:8][CH:7]=[CH:6][CH:5]=1. The yield is 0.900. (7) The catalyst is [OH-].[K+].CCO. The reactants are [N:1]1([CH2:6][CH2:7][O:8][C:9]2[CH:10]=[C:11]3[C:16](=[CH:17][CH:18]=2)[C:15](=[O:19])[CH2:14][CH2:13][CH2:12]3)[CH:5]=[CH:4][N:3]=[CH:2]1.[Cl:20][C:21]1[S:25][C:24]([CH:26]=O)=[CH:23][CH:22]=1. The yield is 0.770. The product is [Cl:20][C:21]1[S:25][C:24]([CH:26]=[C:14]2[CH2:13][CH2:12][C:11]3[C:16](=[CH:17][CH:18]=[C:9]([O:8][CH2:7][CH2:6][N:1]4[CH:5]=[CH:4][N:3]=[CH:2]4)[CH:10]=3)[C:15]2=[O:19])=[CH:23][CH:22]=1.